This data is from Catalyst prediction with 721,799 reactions and 888 catalyst types from USPTO. The task is: Predict which catalyst facilitates the given reaction. Reactant: C(O[C:9]([N:11]([CH2:13][CH2:14][NH:15][C:16]1[CH:25]=[CH:24][C:19]([C:20]([O:22][CH3:23])=[O:21])=[CH:18][CH:17]=1)C)=O)C1C=CC=CC=1. Product: [CH3:9][NH:11][CH2:13][CH2:14][NH:15][C:16]1[CH:25]=[CH:24][C:19]([C:20]([O:22][CH3:23])=[O:21])=[CH:18][CH:17]=1. The catalyst class is: 19.